Dataset: TCR-epitope binding with 47,182 pairs between 192 epitopes and 23,139 TCRs. Task: Binary Classification. Given a T-cell receptor sequence (or CDR3 region) and an epitope sequence, predict whether binding occurs between them. (1) The epitope is YIFFASFYY. The TCR CDR3 sequence is CASSQERQGSYNEQFF. Result: 1 (the TCR binds to the epitope). (2) The epitope is GTSGSPIINR. The TCR CDR3 sequence is CASSISGDLGGELFF. Result: 0 (the TCR does not bind to the epitope). (3) The epitope is GILGFVFTL. The TCR CDR3 sequence is CASSWTANTEAFF. Result: 1 (the TCR binds to the epitope). (4) The epitope is CINGVCWTV. The TCR CDR3 sequence is CATSPRGGAVEQFF. Result: 0 (the TCR does not bind to the epitope). (5) The epitope is VTEHDTLLY. The TCR CDR3 sequence is CASSLASTGELFF. Result: 1 (the TCR binds to the epitope). (6) The epitope is YLQPRTFLL. The TCR CDR3 sequence is CASSQDVGRTYGYTF. Result: 0 (the TCR does not bind to the epitope). (7) The epitope is HTTDPSFLGRY. The TCR CDR3 sequence is CASSGQFNQPQHF. Result: 1 (the TCR binds to the epitope). (8) The epitope is CINGVCWTV. The TCR CDR3 sequence is CASNRENEKLFF. Result: 1 (the TCR binds to the epitope).